Dataset: Catalyst prediction with 721,799 reactions and 888 catalyst types from USPTO. Task: Predict which catalyst facilitates the given reaction. (1) Reactant: Br([O-])(=O)=O.[Na+].[CH3:6][C:7]1[CH:14]=[CH:13][C:10]([CH2:11][OH:12])=[CH:9][CH:8]=1.CC[O:17]CC. Product: [CH3:6][C:7]1[CH:14]=[CH:13][C:10]([C:11]([OH:17])=[O:12])=[CH:9][CH:8]=1. The catalyst class is: 47. (2) Reactant: [SH:1][C:2]1[N:6]=[CH:5][NH:4][N:3]=1.I[CH2:8][CH2:9][CH2:10][CH2:11][CH2:12][CH2:13][CH2:14][CH2:15]I. Product: [NH:4]1[CH:5]=[N:6][C:2]([S:1][CH2:8][CH2:9][CH2:10][CH2:11][CH2:12][CH2:13][CH2:14][CH2:15][S:1][C:2]2[N:6]=[CH:5][NH:4][N:3]=2)=[N:3]1. The catalyst class is: 8. (3) Reactant: [CH:1](S(C)(=O)=O)=[CH2:2].BrBr.N12CCCN=C1CCCCC2.[OH:20][C:21]1[C:22](=[O:32])[C:23]2[C:28]([C:29](=[O:31])[CH:30]=1)=[CH:27][CH:26]=[CH:25][CH:24]=2. Product: [O:20]1[CH:2]=[CH:1][C:30]2[C:29](=[O:31])[C:28]3[C:23]([C:22](=[O:32])[C:21]1=2)=[CH:24][CH:25]=[CH:26][CH:27]=3. The catalyst class is: 4. (4) Reactant: [S:1]1[CH:5]=[CH:4][CH:3]=[C:2]1[CH2:6][NH:7][C:8]([C:10]1[N:11]=[C:12]2[C:17]([C:18]([F:21])([F:20])[F:19])=[CH:16][C:15](Br)=[CH:14][N:13]2[C:23]=1[Cl:24])=[O:9].[CH:25]([Si:28]([CH:40]([CH3:42])[CH3:41])([CH:37]([CH3:39])[CH3:38])[N:29]1[CH:33]=[CH:32][C:31](B(O)O)=[CH:30]1)([CH3:27])[CH3:26].C([O-])([O-])=O.[K+].[K+]. Product: [S:1]1[CH:5]=[CH:4][CH:3]=[C:2]1[CH2:6][NH:7][C:8]([C:10]1[N:11]=[C:12]2[C:17]([C:18]([F:21])([F:20])[F:19])=[CH:16][C:15]([C:31]3[CH:32]=[CH:33][N:29]([Si:28]([CH:37]([CH3:39])[CH3:38])([CH:40]([CH3:42])[CH3:41])[CH:25]([CH3:26])[CH3:27])[CH:30]=3)=[CH:14][N:13]2[C:23]=1[Cl:24])=[O:9].[S:1]1[CH:5]=[CH:4][CH:3]=[C:2]1[CH2:6][NH:7][C:8]([C:10]1[N:11]=[C:12]2[C:17]([C:18]([F:21])([F:20])[F:19])=[CH:16][C:15]([C:31]3[CH:32]=[CH:33][NH:29][CH:30]=3)=[CH:14][N:13]2[C:23]=1[Cl:24])=[O:9]. The catalyst class is: 5. (5) Reactant: Cl.[O:2]=[C:3]1[C:8]([C:9]([O:11][CH3:12])=[O:10])=[CH:7][CH:6]=[CH:5][NH:4]1.[H-].[Na+].[C:15]1([CH:21]([C:25]2[CH:30]=[CH:29][CH:28]=[CH:27][CH:26]=2)[CH2:22][CH2:23]Cl)[CH:20]=[CH:19][CH:18]=[CH:17][CH:16]=1. Product: [C:15]1([CH:21]([C:25]2[CH:26]=[CH:27][CH:28]=[CH:29][CH:30]=2)[CH2:22][CH2:23][N:4]2[CH:5]=[CH:6][CH:7]=[C:8]([C:9]([O:11][CH3:12])=[O:10])[C:3]2=[O:2])[CH:20]=[CH:19][CH:18]=[CH:17][CH:16]=1. The catalyst class is: 3. (6) Reactant: [Br:1][C:2]1[N:6]([CH:7]([CH3:9])[CH3:8])[N:5]=[CH:4][C:3]=1[CH2:10][C:11]1([C:24]([O:26]CC)=[O:25])[CH2:16][CH2:15][N:14]([C:17]([O:19][C:20]([CH3:23])([CH3:22])[CH3:21])=[O:18])[CH2:13][CH2:12]1.[OH-].[Li+]. Product: [Br:1][C:2]1[N:6]([CH:7]([CH3:8])[CH3:9])[N:5]=[CH:4][C:3]=1[CH2:10][C:11]1([C:24]([OH:26])=[O:25])[CH2:16][CH2:15][N:14]([C:17]([O:19][C:20]([CH3:22])([CH3:21])[CH3:23])=[O:18])[CH2:13][CH2:12]1. The catalyst class is: 5. (7) Reactant: C(O)(C(F)(F)F)=O.O.C(OC([NH:16][CH2:17][CH2:18][CH2:19][N:20]1[CH2:25][CH2:24][N:23]([C:26]2[CH:27]=[C:28]([CH2:66][O:67][C:68]3[C:97]([O:98][CH3:99])=[CH:96][C:71]4[C:72](=[O:95])[N:73]5[CH2:93][C:92](=[CH2:94])[CH2:91][C@H:74]5[C@H:75](OC5CCCCO5)[N:76](C(OC(C)(C)C)=O)[C:70]=4[CH:69]=3)[CH:29]=[C:30]([CH2:32][O:33][C:34]3[C:63]([O:64][CH3:65])=[CH:62][C:37]4[C:38](=[O:61])[N:39]5[CH2:59][C:58](=[CH2:60])[CH2:57][C@H:40]5[C@H:41](OC5CCCCO5)[N:42](C(OC(C)(C)C)=O)[C:36]=4[CH:35]=3)[CH:31]=2)[CH2:22][CH2:21]1)=O)(C)(C)C. Product: [NH2:16][CH2:17][CH2:18][CH2:19][N:20]1[CH2:21][CH2:22][N:23]([C:26]2[CH:31]=[C:30]([CH2:32][O:33][C:34]3[C:63]([O:64][CH3:65])=[CH:62][C:37]4[C:38](=[O:61])[N:39]5[CH2:59][C:58](=[CH2:60])[CH2:57][C@H:40]5[CH:41]=[N:42][C:36]=4[CH:35]=3)[CH:29]=[C:28]([CH2:66][O:67][C:68]3[C:97]([O:98][CH3:99])=[CH:96][C:71]4[C:72](=[O:95])[N:73]5[CH2:93][C:92](=[CH2:94])[CH2:91][C@H:74]5[CH:75]=[N:76][C:70]=4[CH:69]=3)[CH:27]=2)[CH2:24][CH2:25]1. The catalyst class is: 6. (8) Reactant: [CH3:1][O:2][C:3]([C:5]1[N:6]([CH2:23][C:24]2[CH:29]=[CH:28][C:27]([CH2:30][S:31][C:32]3[CH:37]=[CH:36][C:35]([C:38]([O:40][CH3:41])=[O:39])=[CH:34][CH:33]=3)=[CH:26][CH:25]=2)[C:7](=[O:22])[C:8]2[C:13]([C:14]=1[C:15]1[CH:20]=[CH:19][CH:18]=[CH:17][CH:16]=1)=[CH:12][C:11]([Br:21])=[CH:10][CH:9]=2)=[O:4].ClC1C=CC=C(C(OO)=[O:50])C=1. Product: [CH3:1][O:2][C:3]([C:5]1[N:6]([CH2:23][C:24]2[CH:29]=[CH:28][C:27]([CH2:30][S:31]([C:32]3[CH:33]=[CH:34][C:35]([C:38]([O:40][CH3:41])=[O:39])=[CH:36][CH:37]=3)=[O:50])=[CH:26][CH:25]=2)[C:7](=[O:22])[C:8]2[C:13]([C:14]=1[C:15]1[CH:16]=[CH:17][CH:18]=[CH:19][CH:20]=1)=[CH:12][C:11]([Br:21])=[CH:10][CH:9]=2)=[O:4]. The catalyst class is: 4.